Predict which catalyst facilitates the given reaction. From a dataset of Catalyst prediction with 721,799 reactions and 888 catalyst types from USPTO. (1) Reactant: [OH:1][CH2:2][C:3]1[CH:8]=[C:7]([O:9][CH3:10])[CH:6]=[C:5]([N:11]2[N:15]=[C:14]3[CH:16]=[CH:17][C:18]([CH3:20])=[CH:19][C:13]3=[N:12]2)[C:4]=1[OH:21].C(N(CC)CC)C.[C:29](Cl)(=[O:33])[C:30]([CH3:32])=[CH2:31]. Product: [C:29]([O:1][CH2:2][C:3]1[CH:8]=[C:7]([O:9][CH3:10])[CH:6]=[C:5]([N:11]2[N:15]=[C:14]3[CH:16]=[CH:17][C:18]([CH3:20])=[CH:19][C:13]3=[N:12]2)[C:4]=1[OH:21])(=[O:33])[C:30]([CH3:32])=[CH2:31]. The catalyst class is: 1. (2) Reactant: FC(F)(F)C(O)=O.[C:8]([C:10]1[C:15]2[N:16]=[C:17]([N:19]3[CH2:22][CH:21]([NH:23]C(=O)OC(C)(C)C)[CH2:20]3)[O:18][C:14]=2[C:13]([N:31]2[CH2:35][CH2:34][C@H:33]([N:36]([CH3:38])[CH3:37])[CH2:32]2)=[C:12]([C:39]2[CH:44]=[CH:43][CH:42]=[CH:41][CH:40]=2)[C:11]=1[CH3:45])#[N:9].C(N(CC)CC)C.[CH3:53][S:54](Cl)(=[O:56])=[O:55]. Product: [C:8]([C:10]1[C:15]2[N:16]=[C:17]([N:19]3[CH2:22][CH:21]([NH:23][S:54]([CH3:53])(=[O:56])=[O:55])[CH2:20]3)[O:18][C:14]=2[C:13]([N:31]2[CH2:35][CH2:34][C@H:33]([N:36]([CH3:38])[CH3:37])[CH2:32]2)=[C:12]([C:39]2[CH:44]=[CH:43][CH:42]=[CH:41][CH:40]=2)[C:11]=1[CH3:45])#[N:9]. The catalyst class is: 4. (3) Reactant: [F:1][C:2]1[CH:3]=[C:4](B2OC(C)(C)C(C)(C)O2)[C:5]([O:16][CH3:17])=[C:6]([CH2:8][CH2:9][CH2:10][C:11]([O:13][CH2:14][CH3:15])=[O:12])[CH:7]=1.Br[C:28]1[CH:29]=[N:30][C:31]([Cl:34])=[N:32][CH:33]=1.P([O-])([O-])([O-])=O.[K+].[K+].[K+]. Product: [Cl:34][C:31]1[N:32]=[CH:33][C:28]([C:4]2[C:5]([O:16][CH3:17])=[C:6]([CH2:8][CH2:9][CH2:10][C:11]([O:13][CH2:14][CH3:15])=[O:12])[CH:7]=[C:2]([F:1])[CH:3]=2)=[CH:29][N:30]=1. The catalyst class is: 108. (4) Reactant: [C:1]1([C:7]2[O:11][N:10]=[C:9]([C:12]3[O:16][N:15]=[C:14]4[C:17]5[C:22]([CH2:23][CH2:24][C:13]=34)=[CH:21][C:20]([CH:25]3[CH2:29][CH2:28][C:27](=O)[CH2:26]3)=[CH:19][CH:18]=5)[C:8]=2[C:31]([F:34])([F:33])[F:32])[CH:6]=[CH:5][CH:4]=[CH:3][CH:2]=1.[Cl-].[NH4+:36].[C-:37]#[N:38].[Na+].N. Product: [NH2:36][C:27]1([C:37]#[N:38])[CH2:28][CH2:29][CH:25]([C:20]2[CH:21]=[C:22]3[C:17](=[CH:18][CH:19]=2)[C:14]2=[N:15][O:16][C:12]([C:9]4[C:8]([C:31]([F:34])([F:33])[F:32])=[C:7]([C:1]5[CH:6]=[CH:5][CH:4]=[CH:3][CH:2]=5)[O:11][N:10]=4)=[C:13]2[CH2:24][CH2:23]3)[CH2:26]1. The catalyst class is: 138. (5) Product: [CH2:2]([O:4][C:5]([CH:7]1[CH:12]2[CH2:13][CH:9]([CH2:10][CH2:11]2)[NH:8]1)=[O:6])[CH3:3]. The catalyst class is: 6. Reactant: Cl.[CH2:2]([O:4][C:5]([CH:7]1[CH:12]2[CH2:13][CH:9]([CH2:10][CH2:11]2)[NH:8]1)=[O:6])[CH3:3].C(=O)(O)[O-].[Na+]. (6) Reactant: P(Cl)(Cl)(Cl)=O.CN(C)[CH:8]=[O:9].[OH:11][C@H:12]([CH2:25][N:26]1[CH2:31][CH2:30][O:29][CH2:28][CH2:27]1)[CH2:13][N:14]1[CH2:19][CH2:18][C:17]2[NH:20][CH:21]=[C:22]([CH3:23])[C:16]=2[C:15]1=[O:24]. Product: [OH:11][C@H:12]([CH2:25][N:26]1[CH2:31][CH2:30][O:29][CH2:28][CH2:27]1)[CH2:13][N:14]1[CH2:19][CH2:18][C:17]2[NH:20][C:21]([CH:8]=[O:9])=[C:22]([CH3:23])[C:16]=2[C:15]1=[O:24]. The catalyst class is: 4. (7) Reactant: O.O.Cl.[NH2:4][C:5]1[N:14]=[C:13]([NH2:15])[C:12]2[C:7](=[N:8][CH:9]=[C:10]([CH2:16][N:17]([CH3:27])[C:18]3[CH:26]=[CH:25][C:21]([C:22]([OH:24])=O)=[CH:20][CH:19]=3)[N:11]=2)[N:6]=1.NC1N=C(N)C2C(=NC=C(C[N:41]([C:43]3[CH:51]=CC(C(O)=O)=C[CH:44]=3)C)N=2)N=1.O.O.C([P:56](=[O:63])([O:60][CH2:61][CH3:62])[O:57][CH2:58][CH3:59])#N.CCN(C(C)C)C(C)C.C(O)(=O)C(O)=O.C(OP(CCCN)(=O)OCC)C. Product: [CH2:58]([O:57][P:56]([CH2:51][CH:43]([NH:41][C:22](=[O:24])[C:21]1[CH:20]=[CH:19][C:18]([N:17]([CH2:16][C:10]2[N:11]=[C:12]3[C:7](=[N:8][CH:9]=2)[N:6]=[C:5]([NH2:4])[N:14]=[C:13]3[NH2:15])[CH3:27])=[CH:26][CH:25]=1)[CH3:44])(=[O:63])[O:60][CH2:61][CH3:62])[CH3:59]. The catalyst class is: 3. (8) Reactant: [CH2:1]([O:3][C:4]([C:6]1[N:14]([CH3:15])[C:13]2[C:12]([Cl:16])=[CH:11][N:10]=[CH:9][C:8]=2[C:7]=1[NH2:17])=[O:5])[CH3:2].[F:18][C:19]1[CH:24]=[C:23]([Si:25]([CH3:28])([CH3:27])[CH3:26])[CH:22]=[CH:21][C:20]=1OS(C(F)(F)F)(=O)=O.CC1(C)C2C(=C(P(C3C=CC=CC=3)C3C=CC=CC=3)C=CC=2)OC2C(P(C3C=CC=CC=3)C3C=CC=CC=3)=CC=CC1=2.C([O-])([O-])=O.[Cs+].[Cs+]. Product: [CH2:1]([O:3][C:4]([C:6]1[N:14]([CH3:15])[C:13]2[C:12]([Cl:16])=[CH:11][N:10]=[CH:9][C:8]=2[C:7]=1[NH:17][C:20]1[CH:21]=[CH:22][C:23]([Si:25]([CH3:27])([CH3:26])[CH3:28])=[CH:24][C:19]=1[F:18])=[O:5])[CH3:2]. The catalyst class is: 101. (9) Reactant: [CH3:1][O:2][C:3]1[CH:8]=[C:7]([N+:9]([O-:11])=[O:10])[CH:6]=[CH:5][C:4]=1[NH2:12].C1C(=O)N([Br:20])C(=O)C1. Product: [Br:20][C:5]1[CH:6]=[C:7]([N+:9]([O-:11])=[O:10])[CH:8]=[C:3]([O:2][CH3:1])[C:4]=1[NH2:12]. The catalyst class is: 23. (10) Reactant: [CH3:1][C:2]1[N:3]=[C:4]([SH:7])[S:5][CH:6]=1.[H-].[Na+].[C:10]([O:14][C:15]([N:17]1[CH2:23][CH2:22][C:21]2[C:24]([CH2:29]Cl)=[C:25]([Cl:28])[CH:26]=[CH:27][C:20]=2[CH2:19][CH2:18]1)=[O:16])([CH3:13])([CH3:12])[CH3:11]. Product: [C:10]([O:14][C:15]([N:17]1[CH2:23][CH2:22][C:21]2[C:24]([CH2:29][S:7][C:4]3[S:5][CH:6]=[C:2]([CH3:1])[N:3]=3)=[C:25]([Cl:28])[CH:26]=[CH:27][C:20]=2[CH2:19][CH2:18]1)=[O:16])([CH3:13])([CH3:12])[CH3:11]. The catalyst class is: 3.